Task: Regression. Given two drug SMILES strings and cell line genomic features, predict the synergy score measuring deviation from expected non-interaction effect.. Dataset: NCI-60 drug combinations with 297,098 pairs across 59 cell lines (1) Drug 1: C1=CC(=CC=C1CCC2=CNC3=C2C(=O)NC(=N3)N)C(=O)NC(CCC(=O)O)C(=O)O. Drug 2: CC1=CC2C(CCC3(C2CCC3(C(=O)C)OC(=O)C)C)C4(C1=CC(=O)CC4)C. Cell line: SK-MEL-5. Synergy scores: CSS=8.22, Synergy_ZIP=4.36, Synergy_Bliss=6.70, Synergy_Loewe=-9.93, Synergy_HSA=-2.70. (2) Drug 1: CN(C)C1=NC(=NC(=N1)N(C)C)N(C)C. Drug 2: CC=C1C(=O)NC(C(=O)OC2CC(=O)NC(C(=O)NC(CSSCCC=C2)C(=O)N1)C(C)C)C(C)C. Cell line: NCI-H322M. Synergy scores: CSS=39.1, Synergy_ZIP=6.90, Synergy_Bliss=6.47, Synergy_Loewe=-34.2, Synergy_HSA=4.71. (3) Drug 1: CCCCCOC(=O)NC1=NC(=O)N(C=C1F)C2C(C(C(O2)C)O)O. Drug 2: CCC1(C2=C(COC1=O)C(=O)N3CC4=CC5=C(C=CC(=C5CN(C)C)O)N=C4C3=C2)O.Cl. Cell line: KM12. Synergy scores: CSS=11.3, Synergy_ZIP=3.93, Synergy_Bliss=2.23, Synergy_Loewe=-27.1, Synergy_HSA=-4.50. (4) Drug 1: CC12CCC3C(C1CCC2=O)CC(=C)C4=CC(=O)C=CC34C. Drug 2: CC1=C(C=C(C=C1)NC(=O)C2=CC=C(C=C2)CN3CCN(CC3)C)NC4=NC=CC(=N4)C5=CN=CC=C5. Cell line: SK-MEL-28. Synergy scores: CSS=7.11, Synergy_ZIP=1.26, Synergy_Bliss=3.11, Synergy_Loewe=1.92, Synergy_HSA=1.58. (5) Drug 1: CN(CC1=CN=C2C(=N1)C(=NC(=N2)N)N)C3=CC=C(C=C3)C(=O)NC(CCC(=O)O)C(=O)O. Drug 2: C1CN(P(=O)(OC1)NCCCl)CCCl. Cell line: SNB-19. Synergy scores: CSS=9.23, Synergy_ZIP=0.123, Synergy_Bliss=-1.63, Synergy_Loewe=-59.3, Synergy_HSA=-1.78.